Dataset: M1 muscarinic receptor agonist screen with 61,833 compounds. Task: Binary Classification. Given a drug SMILES string, predict its activity (active/inactive) in a high-throughput screening assay against a specified biological target. (1) The drug is S(=O)(=O)(N(CC1OCCC1)Cc1cc2c([nH]c1=O)c(cc(c2)C)C)c1cc2OCCOc2cc1. The result is 0 (inactive). (2) The molecule is O(c1ccc(c2nn(c(n2)N)C(=O)CC)cc1)C. The result is 0 (inactive). (3) The compound is O=C1N(C(=O)NC(=O)C1(CCc1ccncc1)CCc1ccncc1)c1c(OC)ccc(OC)c1. The result is 0 (inactive).